Predict the reaction yield, written as a fraction of the theoretical maximum amount of product (1.0 means a 100% yield; for example, 0.34 means a 34% yield). From a dataset of Reaction yield outcomes from USPTO patents with 853,638 reactions. (1) The reactants are [CH:1]1([C:4](=[O:12])SC2C=CC=CN=2)[CH2:3][CH2:2]1.[Li+].C[Si]([N-][Si](C)(C)C)(C)C.[C:23](=[O:30])([S:25][C:26]([CH3:29])([CH3:28])[CH3:27])[CH3:24].OS(O)(=O)=O. The catalyst is C1COCC1. The product is [CH:1]1([C:4](=[O:12])[CH2:24][C:23](=[O:30])[S:25][C:26]([CH3:29])([CH3:28])[CH3:27])[CH2:2][CH2:3]1. The yield is 0.950. (2) The product is [Si:1]([O:8][CH:9]([CH:28]1[CH2:37][CH2:36][C:35]2[C:30](=[CH:31][CH:32]=[C:33]([O:38][C:39]3[CH:40]=[CH:41][CH:42]=[CH:43][CH:44]=3)[CH:34]=2)[CH2:29]1)[C:10]1[O:11][C:12]([C:46]2[CH:51]=[CH:50][CH:49]=[CH:48][N:47]=2)=[CH:13][N:14]=1)([C:4]([CH3:6])([CH3:7])[CH3:5])([CH3:2])[CH3:3]. No catalyst specified. The yield is 0.420. The reactants are [Si:1]([O:8][CH:9]([CH:28]1[CH2:37][CH2:36][C:35]2[C:30](=[CH:31][CH:32]=[C:33]([O:38][C:39]3[CH:44]=[CH:43][CH:42]=[CH:41][CH:40]=3)[CH:34]=2)[CH2:29]1)[C:10]1[O:11][C:12]([Sn](CCCC)(CCCC)CCCC)=[CH:13][N:14]=1)([C:4]([CH3:7])([CH3:6])[CH3:5])([CH3:3])[CH3:2].Br[C:46]1[CH:51]=[CH:50][CH:49]=[CH:48][N:47]=1. (3) The reactants are [NH2:1][C:2]1[CH:22]=[CH:21][C:5]([O:6][C:7]2[CH:12]=[CH:11][N:10]=[C:9]([NH:13][C:14]3[CH:19]=[CH:18][C:17]([F:20])=[CH:16][CH:15]=3)[N:8]=2)=[C:4]([F:23])[CH:3]=1.[F:24][C:25]1[CH:30]=[CH:29][C:28]([CH2:31][C:32]([N:34]=[C:35]=[O:36])=[O:33])=[CH:27][CH:26]=1.COC1C=CC(CNC2N=CN=C(OC3C=CC(NC(NC(=O)CC4C=CC(F)=CC=4)=O)=CC=3F)C=2)=CC=1. The catalyst is C1COCC1. The product is [F:23][C:4]1[CH:3]=[C:2]([NH:1][C:35]([NH:34][C:32](=[O:33])[CH2:31][C:28]2[CH:29]=[CH:30][C:25]([F:24])=[CH:26][CH:27]=2)=[O:36])[CH:22]=[CH:21][C:5]=1[O:6][C:7]1[CH:12]=[CH:11][N:10]=[C:9]([NH:13][C:14]2[CH:15]=[CH:16][C:17]([F:20])=[CH:18][CH:19]=2)[N:8]=1. The yield is 0.930.